From a dataset of Full USPTO retrosynthesis dataset with 1.9M reactions from patents (1976-2016). Predict the reactants needed to synthesize the given product. (1) Given the product [CH3:28][N:17]1[C:16](=[O:29])[C:15]([C:12]2[N:13]=[CH:14][C:9]([O:8][C:6]3[CH:5]=[CH:4][N:3]=[C:2]([NH:1][C:33]([N:32]4[CH2:35][CH2:36][CH2:30][CH2:31]4)=[O:39])[CH:7]=3)=[CH:10][CH:11]=2)=[CH:20][N:19]=[C:18]1[NH:21][C:22]1[CH:27]=[CH:26][CH:25]=[CH:24][CH:23]=1, predict the reactants needed to synthesize it. The reactants are: [NH2:1][C:2]1[CH:7]=[C:6]([O:8][C:9]2[CH:10]=[CH:11][C:12]([C:15]3[C:16](=[O:29])[N:17]([CH3:28])[C:18]([NH:21][C:22]4[CH:27]=[CH:26][CH:25]=[CH:24][CH:23]=4)=[N:19][CH:20]=3)=[N:13][CH:14]=2)[CH:5]=[CH:4][N:3]=1.[CH3:30][CH2:31][N:32]([CH2:35][CH3:36])[CH2:33]C.ClC(OC1C=CC=CC=1)=[O:39].N1CCCC1. (2) Given the product [CH2:1]([N:3]1[CH:12]=[C:11]([C:13]([NH:58][CH2:57][C:51]2[CH:52]=[CH:53][C:54]([CH3:56])=[CH:55][C:50]=2[O:49][CH2:48][CH2:47][O:46][CH3:45])=[O:15])[C:10]2[C:5](=[CH:6][C:7]([O:18][CH3:19])=[C:8]([O:16][CH3:17])[CH:9]=2)[C:4]1=[O:20])[CH3:2], predict the reactants needed to synthesize it. The reactants are: [CH2:1]([N:3]1[CH:12]=[C:11]([C:13]([OH:15])=O)[C:10]2[C:5](=[CH:6][C:7]([O:18][CH3:19])=[C:8]([O:16][CH3:17])[CH:9]=2)[C:4]1=[O:20])[CH3:2].CN(C(ON1N=NC2C=CC=NC1=2)=[N+](C)C)C.F[P-](F)(F)(F)(F)F.[CH3:45][O:46][CH2:47][CH2:48][O:49][C:50]1[CH:55]=[C:54]([CH3:56])[CH:53]=[CH:52][C:51]=1[CH2:57][NH2:58].C(N(CC)CC)C. (3) The reactants are: [Si](OC[C@@H]1C=C(C(=O)N)[C@H](O)CN1C(OC(C)(C)C)=O)(C(C)(C)C)(C)C.[CH2:27]([O:30][N:31]([C@H:47]1[CH2:52][N:51]([C:53]([O:55][C:56]([CH3:59])([CH3:58])[CH3:57])=[O:54])[C@H:50]([CH2:60][O:61][Si:62]([C:65]([CH3:68])([CH3:67])[CH3:66])([CH3:64])[CH3:63])[CH:49]=[C:48]1[C:69](=[O:71])[NH2:70])[S:32]([C:35]1[CH:40]=[CH:39][C:38]([N+]([O-])=O)=[CH:37][C:36]=1[N+:44]([O-:46])=[O:45])(=[O:34])=[O:33])[CH:28]=[CH2:29].C(ONS(C1C=CC=CC=1[N+]([O-])=O)(=O)=O)C=C.C(ONS(C1C=CC([N+]([O-])=O)=CC=1[N+]([O-])=O)(=O)=O)C=C. Given the product [CH2:27]([O:30][N:31]([C@H:47]1[CH2:52][N:51]([C:53]([O:55][C:56]([CH3:59])([CH3:58])[CH3:57])=[O:54])[C@H:50]([CH2:60][O:61][Si:62]([C:65]([CH3:68])([CH3:67])[CH3:66])([CH3:63])[CH3:64])[CH:49]=[C:48]1[C:69](=[O:71])[NH2:70])[S:32]([C:35]1[CH:40]=[CH:39][CH:38]=[CH:37][C:36]=1[N+:44]([O-:46])=[O:45])(=[O:34])=[O:33])[CH:28]=[CH2:29], predict the reactants needed to synthesize it.